Dataset: Reaction yield outcomes from USPTO patents with 853,638 reactions. Task: Predict the reaction yield, written as a fraction of the theoretical maximum amount of product (1.0 means a 100% yield; for example, 0.34 means a 34% yield). (1) The reactants are [Br:1][C:2]1[CH:7]=[CH:6][C:5]([OH:8])=[C:4]([N+:9]([O-])=O)[CH:3]=1.[O-]S(S([O-])=O)=O.[Na+].[Na+]. The catalyst is CO. The product is [NH2:9][C:4]1[CH:3]=[C:2]([Br:1])[CH:7]=[CH:6][C:5]=1[OH:8]. The yield is 0.750. (2) The reactants are [NH2:1][C:2]1[CH:3]=[C:4]2[C:9](=[C:10]([C:12]([N:14]([CH3:16])[CH3:15])=[O:13])[CH:11]=1)[N:8]=[CH:7][C:6]([C:17]#[N:18])=[C:5]2[NH:19][C:20]1[CH:25]=[CH:24][C:23]([F:26])=[C:22]([Cl:27])[CH:21]=1.[CH3:28][N:29]1[C:33]([CH:34]=O)=[CH:32][C:31]([CH3:36])=[N:30]1.[BH3-]C#N.[Na+]. No catalyst specified. The product is [Cl:27][C:22]1[CH:21]=[C:20]([NH:19][C:5]2[C:4]3[C:9](=[C:10]([C:12]([N:14]([CH3:15])[CH3:16])=[O:13])[CH:11]=[C:2]([NH:1][CH2:34][C:33]4[N:29]([CH3:28])[N:30]=[C:31]([CH3:36])[CH:32]=4)[CH:3]=3)[N:8]=[CH:7][C:6]=2[C:17]#[N:18])[CH:25]=[CH:24][C:23]=1[F:26]. The yield is 0.180. (3) The reactants are [NH2:1][C:2]1[CH:3]=[C:4]2[C:9](=[C:10]([F:12])[CH:11]=1)[N:8]=[CH:7][C:6]([C:13]#[N:14])=[C:5]2[NH:15][C:16]1[CH:21]=[CH:20][C:19]([F:22])=[C:18]([Cl:23])[CH:17]=1.[CH3:24][N:25]1[CH:29]=[CH:28][N:27]=[C:26]1C=O.[BH3-]C#N.[Na+].[CH3:36][CH2:37]O. No catalyst specified. The product is [Cl:23][C:18]1[CH:17]=[C:16]([NH:15][C:5]2[C:4]3[C:9](=[C:10]([F:12])[CH:11]=[C:2]([NH:1][CH2:29][C:28]4[N:27]=[CH:26][N:25]([CH3:24])[C:37]=4[CH3:36])[CH:3]=3)[N:8]=[CH:7][C:6]=2[C:13]#[N:14])[CH:21]=[CH:20][C:19]=1[F:22]. The yield is 0.130. (4) The reactants are [Cl:1][C:2]1[CH:7]=[CH:6][C:5]([S:8](Cl)(=[O:10])=[O:9])=[CH:4][C:3]=1[N+:12]([O-:14])=[O:13].[Br:15][C:16]1[CH:22]=[CH:21][C:19]([NH2:20])=[CH:18][CH:17]=1.C([O-])(=O)C.[Na+]. The catalyst is C(O)(=O)C. The product is [Br:15][C:16]1[CH:22]=[CH:21][C:19]([NH:20][S:8]([C:5]2[CH:6]=[CH:7][C:2]([Cl:1])=[C:3]([N+:12]([O-:14])=[O:13])[CH:4]=2)(=[O:10])=[O:9])=[CH:18][CH:17]=1. The yield is 0.520.